From a dataset of Full USPTO retrosynthesis dataset with 1.9M reactions from patents (1976-2016). Predict the reactants needed to synthesize the given product. (1) Given the product [CH2:1]([N:8]1[CH2:13][CH2:12][CH:11]([N:14]([C:15]2[CH:24]=[CH:23][C:22]3[C:17](=[CH:18][CH:19]=[C:20]([O:25][CH3:26])[CH:21]=3)[CH:16]=2)[C:27](=[O:30])[CH2:28][CH3:29])[CH2:10][CH2:9]1)[C:2]1[CH:7]=[CH:6][CH:5]=[CH:4][CH:3]=1, predict the reactants needed to synthesize it. The reactants are: [CH2:1]([N:8]1[CH2:13][CH2:12][CH:11]([NH:14][C:15]2[CH:24]=[CH:23][C:22]3[C:17](=[CH:18][CH:19]=[C:20]([O:25][CH3:26])[CH:21]=3)[CH:16]=2)[CH2:10][CH2:9]1)[C:2]1[CH:7]=[CH:6][CH:5]=[CH:4][CH:3]=1.[C:27](O[C:27](=[O:30])[CH2:28][CH3:29])(=[O:30])[CH2:28][CH3:29]. (2) Given the product [CH2:11]([O:10][C:8]([CH2:7][C@@H:6]1[CH2:5][C@@:4]([C:1](=[O:3])[CH3:2])([C:13]([O:15][CH2:16][CH3:17])=[O:14])[C@@H:26]([C:21]2[CH:22]=[CH:23][CH:24]=[CH:25][C:20]=2[O:19][CH3:18])[C@@H:27]1[N+:28]([O-:30])=[O:29])=[O:9])[CH3:12], predict the reactants needed to synthesize it. The reactants are: [C:1]([CH:4]([C:13]([O:15][CH2:16][CH3:17])=[O:14])[CH2:5][CH:6]=[CH:7][C:8]([O:10][CH2:11][CH3:12])=[O:9])(=[O:3])[CH3:2].[CH3:18][O:19][C:20]1[CH:25]=[CH:24][CH:23]=[CH:22][C:21]=1/[CH:26]=[CH:27]/[N+:28]([O-:30])=[O:29]. (3) Given the product [F:36][C:2]1([F:1])[CH2:3][CH2:4][N:5]([C:19](=[O:35])[C:20]2[CH:25]=[CH:24][C:23]([O:26][CH2:27][C@H:28]([F:30])[CH3:29])=[CH:22][C:21]=2[C:31]([F:33])([F:32])[F:34])[C:6]2[CH:17]=[CH:16][C:15]([F:18])=[CH:14][C:7]=2/[C:8]/1=[CH:9]/[C:10]([OH:12])=[O:11], predict the reactants needed to synthesize it. The reactants are: [F:1][C:2]1([F:36])[CH2:3][CH2:4][N:5]([C:19](=[O:35])[C:20]2[CH:25]=[CH:24][C:23]([O:26][CH2:27][C@H:28]([F:30])[CH3:29])=[CH:22][C:21]=2[C:31]([F:34])([F:33])[F:32])[C:6]2[CH:17]=[CH:16][C:15]([F:18])=[CH:14][C:7]=2/[C:8]/1=[CH:9]/[C:10]([O:12]C)=[O:11].[OH-].[Na+].Cl.